This data is from Full USPTO retrosynthesis dataset with 1.9M reactions from patents (1976-2016). The task is: Predict the reactants needed to synthesize the given product. Given the product [Cl:40][C:41]1[CH:53]=[CH:52][C:44]([CH2:45][CH:6]2[CH2:7][CH2:8][N:9]([S:12]([C:15]3[C:16]([CH3:22])=[N:17][N:18]([CH3:21])[C:19]=3[CH3:20])(=[O:13])=[O:14])[CH2:10][CH2:11]2)=[CH:43][CH:42]=1, predict the reactants needed to synthesize it. The reactants are: ClC1C=C(C=CC=1Cl)O[CH:6]1[CH2:11][CH2:10][N:9]([S:12]([C:15]2[C:16]([CH3:22])=[N:17][N:18]([CH3:21])[C:19]=2[CH3:20])(=[O:14])=[O:13])[CH2:8][CH2:7]1.CN1C(C)=C(S(Cl)(=O)=O)C(C)=N1.Cl.[Cl:40][C:41]1[CH:53]=[CH:52][C:44]([CH2:45]C2CCNCC2)=[CH:43][CH:42]=1.